From a dataset of Full USPTO retrosynthesis dataset with 1.9M reactions from patents (1976-2016). Predict the reactants needed to synthesize the given product. (1) Given the product [CH:21]1([N:16]2[CH2:15][C:14]3([CH2:24][CH2:25][N:11]([S:8]([C:5]4[CH:6]=[CH:7][C:2]([C:32]5[CH:33]=[C:34]6[C:29]([CH:28]=[N:27][NH:26]6)=[CH:30][CH:31]=5)=[CH:3][CH:4]=4)(=[O:10])=[O:9])[CH2:12][CH2:13]3)[O:19][CH2:18][C:17]2=[O:20])[CH2:23][CH2:22]1, predict the reactants needed to synthesize it. The reactants are: Br[C:2]1[CH:7]=[CH:6][C:5]([S:8]([N:11]2[CH2:25][CH2:24][C:14]3([O:19][CH2:18][C:17](=[O:20])[N:16]([CH:21]4[CH2:23][CH2:22]4)[CH2:15]3)[CH2:13][CH2:12]2)(=[O:10])=[O:9])=[CH:4][CH:3]=1.[NH:26]1[C:34]2[C:29](=[CH:30][CH:31]=[C:32](B(O)O)[CH:33]=2)[CH:28]=[N:27]1.C([O-])([O-])=O.[K+].[K+]. (2) Given the product [N+:8]([C:7]1[C:2]([NH:14][C@H:15]2[CH2:20][CH2:19][C@H:18]([CH2:21][OH:22])[CH2:17][CH2:16]2)=[C:3]2[S:13][CH:12]=[CH:11][C:4]2=[N:5][CH:6]=1)([O-:10])=[O:9], predict the reactants needed to synthesize it. The reactants are: Cl[C:2]1[C:7]([N+:8]([O-:10])=[O:9])=[CH:6][N:5]=[C:4]2[CH:11]=[CH:12][S:13][C:3]=12.[NH2:14][C@H:15]1[CH2:20][CH2:19][C@H:18]([CH2:21][OH:22])[CH2:17][CH2:16]1.C(N(CC)C(C)C)(C)C. (3) Given the product [F:1][C:2]1[CH:7]=[C:6]([CH3:22])[CH:5]=[CH:4][C:3]=1[CH:16]([CH3:21])[C:17]([O:19][CH3:20])=[O:18], predict the reactants needed to synthesize it. The reactants are: [F:1][C:2]1[CH:7]=[C:6](OS(C(F)(F)F)(=O)=O)[CH:5]=[CH:4][C:3]=1[CH:16]([CH3:21])[C:17]([O:19][CH3:20])=[O:18].[CH3:22][Zn]C.CO.CCOCC. (4) Given the product [F:1][C:2]1[C:7]([F:8])=[CH:6][C:5]([S:9][C:10]2[NH:11][C:12]3[CH:17]=[CH:16][N:15]=[C:14]([NH2:18])[C:13]=3[N:19]=2)=[C:4]([I:29])[CH:3]=1, predict the reactants needed to synthesize it. The reactants are: [F:1][C:2]1[C:7]([F:8])=[CH:6][C:5]([S:9][C:10]2[N:11](CC3C=CC(OC)=CC=3)[C:12]3[CH:17]=[CH:16][N:15]=[C:14]([NH2:18])[C:13]=3[N:19]=2)=[C:4]([I:29])[CH:3]=1.C(O)(C(F)(F)F)=O.FC1C=CC(I)=C(SC2NC3C=CN=C(N)C=3N=2)C=1. (5) Given the product [CH3:39][S:40]([OH:43])(=[O:42])=[O:41].[CH3:39][S:40]([OH:43])(=[O:42])=[O:41].[CH3:1][O:2][C:3]1[C:7]([CH3:8])=[C:6]([O:9][CH3:10])[S:5][C:4]=1[C:11]1[CH:16]=[CH:15][C:14]([N:17]([CH3:38])[CH2:18][CH2:19][N:20]([C:22]2[CH:23]=[CH:24][C:25]([C:28]3[S:29][C:30]([O:36][CH3:37])=[C:31]([CH3:35])[C:32]=3[O:33][CH3:34])=[N:26][CH:27]=2)[CH3:21])=[CH:13][N:12]=1, predict the reactants needed to synthesize it. The reactants are: [CH3:1][O:2][C:3]1[C:7]([CH3:8])=[C:6]([O:9][CH3:10])[S:5][C:4]=1[C:11]1[CH:16]=[CH:15][C:14]([N:17]([CH3:38])[CH2:18][CH2:19][N:20]([C:22]2[CH:23]=[CH:24][C:25]([C:28]3[S:29][C:30]([O:36][CH3:37])=[C:31]([CH3:35])[C:32]=3[O:33][CH3:34])=[N:26][CH:27]=2)[CH3:21])=[CH:13][N:12]=1.[CH3:39][S:40]([OH:43])(=[O:42])=[O:41]. (6) Given the product [C:46]([O:50][C:51](=[O:58])[NH:52][CH2:53][C:54]([NH:56][NH:57][C:8]([C:7]1[CH:11]=[C:3]([CH2:1][CH3:2])[C:4](=[O:13])[NH:5][C:6]=1[CH3:12])=[O:10])=[O:55])([CH3:49])([CH3:47])[CH3:48], predict the reactants needed to synthesize it. The reactants are: [CH2:1]([C:3]1[C:4]([O:13]C)=[N:5][C:6]([CH3:12])=[C:7]([CH:11]=1)[C:8]([OH:10])=O)[CH3:2].F[B-](F)(F)F.O=C1C=CC=CN1OC(N(C)C)=[N+](C)C.O.OC1C2N=NNC=2C=CC=1.[C:46]([O:50][C:51](=[O:58])[NH:52][CH2:53][C:54]([NH:56][NH2:57])=[O:55])([CH3:49])([CH3:48])[CH3:47].C(N(C(C)C)C(C)C)C.